Dataset: Forward reaction prediction with 1.9M reactions from USPTO patents (1976-2016). Task: Predict the product of the given reaction. The product is: [CH3:11][O:10][C:8](=[O:9])[CH:7]([C:12]([CH2:15][CH3:16])([CH3:1])[CH2:13][CH3:14])[C:6]([O:5][CH3:4])=[O:17]. Given the reactants [CH3:1][Mg]Cl.[CH3:4][O:5][C:6](=[O:17])[C:7](=[C:12]([CH2:15][CH3:16])[CH2:13][CH3:14])[C:8]([O:10][CH3:11])=[O:9].[NH4+].[Cl-], predict the reaction product.